Dataset: Peptide-MHC class II binding affinity with 134,281 pairs from IEDB. Task: Regression. Given a peptide amino acid sequence and an MHC pseudo amino acid sequence, predict their binding affinity value. This is MHC class II binding data. (1) The peptide sequence is MVTMLSPMLHHWIKV. The MHC is DRB3_0101 with pseudo-sequence DRB3_0101. The binding affinity (normalized) is 0.304. (2) The binding affinity (normalized) is 0.325. The MHC is DRB1_1501 with pseudo-sequence DRB1_1501. The peptide sequence is PQPELPYPQPQLPY. (3) The peptide sequence is ISTNIRQAGVQYSRA. The MHC is DRB1_0405 with pseudo-sequence DRB1_0405. The binding affinity (normalized) is 0.607. (4) The peptide sequence is DKRHDGGCRKELAAV. The MHC is DRB1_0901 with pseudo-sequence DRB1_0901. The binding affinity (normalized) is 0.0977. (5) The peptide sequence is LEAKATFYGSNPRGA. The MHC is DRB1_1302 with pseudo-sequence DRB1_1302. The binding affinity (normalized) is 0. (6) The peptide sequence is GNLSQSQLAKRSEIL. The MHC is DRB1_0101 with pseudo-sequence DRB1_0101. The binding affinity (normalized) is 0.505. (7) The peptide sequence is INKWQVVAPQLPADL. The binding affinity (normalized) is 0.296. The MHC is DRB4_0101 with pseudo-sequence DRB4_0103.